From a dataset of Full USPTO retrosynthesis dataset with 1.9M reactions from patents (1976-2016). Predict the reactants needed to synthesize the given product. Given the product [CH2:45]([O:44][C:42]([N:2]([C:27]([O:29][CH2:30][C:39]1[CH:38]=[CH:40][CH:6]=[CH:5][CH:10]=1)=[O:28])[C:3]1[C:12]2[N:13]=[C:14]([CH2:21][O:22][CH2:23][CH3:24])[N:15]([CH2:16][C:17]([OH:20])([CH3:19])[CH3:18])[C:11]=2[C:10]2[CH:9]=[CH:8][C:7]([CH2:25][CH2:26][C:27]([O:29][CH2:30][CH3:31])=[O:28])=[CH:6][C:5]=2[N:4]=1)=[O:43])[C:46]1[CH:51]=[CH:50][CH:49]=[CH:48][CH:47]=1, predict the reactants needed to synthesize it. The reactants are: Cl.[NH2:2][C:3]1[C:12]2[N:13]=[C:14]([CH2:21][O:22][CH2:23][CH3:24])[N:15]([CH2:16][C:17]([OH:20])([CH3:19])[CH3:18])[C:11]=2[C:10]2[CH:9]=[CH:8][C:7]([CH2:25][CH2:26][C:27]([O:29][CH2:30][CH3:31])=[O:28])=[CH:6][C:5]=2[N:4]=1.CCN([CH:38]([CH3:40])[CH3:39])C(C)C.Cl[C:42]([O:44][CH2:45][C:46]1[CH:51]=[CH:50][CH:49]=[CH:48][CH:47]=1)=[O:43].